This data is from Reaction yield outcomes from USPTO patents with 853,638 reactions. The task is: Predict the reaction yield, written as a fraction of the theoretical maximum amount of product (1.0 means a 100% yield; for example, 0.34 means a 34% yield). (1) The reactants are COC1C=C(C=CC=1OC)C[NH:7][C:8]1[N:13]2[N:14]=[C:15]([C:17]3[O:18][CH:19]=[CH:20][CH:21]=3)[N:16]=[C:12]2[CH:11]=[C:10]([CH2:22][N:23]2[CH:28]=[CH:27][CH:26]=[CH:25][C:24]2=[O:29])[N:9]=1.C1(OC)C=CC=CC=1.FC(F)(F)S(O)(=O)=O.[OH-].[Na+]. The catalyst is FC(F)(F)C(O)=O.C(Cl)(Cl)Cl. The product is [NH2:7][C:8]1[N:13]2[N:14]=[C:15]([C:17]3[O:18][CH:19]=[CH:20][CH:21]=3)[N:16]=[C:12]2[CH:11]=[C:10]([CH2:22][N:23]2[CH:28]=[CH:27][CH:26]=[CH:25][C:24]2=[O:29])[N:9]=1. The yield is 0.860. (2) The reactants are O=C1C2C(=CC=CC=2)C(=O)[N:3]1[O:12][CH:13]1[CH2:18][CH2:17][CH2:16][N:15]([C:19]([O:21][C:22]([CH3:25])([CH3:24])[CH3:23])=[O:20])[CH2:14]1.CNN. No catalyst specified. The product is [NH2:3][O:12][CH:13]1[CH2:18][CH2:17][CH2:16][N:15]([C:19]([O:21][C:22]([CH3:25])([CH3:24])[CH3:23])=[O:20])[CH2:14]1. The yield is 0.730. (3) The reactants are [C:1]([O:5][C:6]([NH:8][CH:9]([CH2:13][CH2:14][CH2:15][CH2:16][CH2:17][CH2:18][CH2:19][CH2:20][CH2:21][CH2:22][CH2:23][CH3:24])[C:10](O)=[O:11])=[O:7])([CH3:4])([CH3:3])[CH3:2]. The catalyst is C1COCC1. The product is [OH:11][CH2:10][CH:9]([NH:8][C:6](=[O:7])[O:5][C:1]([CH3:4])([CH3:3])[CH3:2])[CH2:13][CH2:14][CH2:15][CH2:16][CH2:17][CH2:18][CH2:19][CH2:20][CH2:21][CH2:22][CH2:23][CH3:24]. The yield is 0.860. (4) The reactants are Cl[C:2]1[CH:3]=[C:4]([CH:31]=[CH:32][CH:33]=1)[C:5]([NH:7][C:8]1[CH:13]=[C:12]([Cl:14])[CH:11]=[CH:10][C:9]=1[C:15]1[CH2:16][CH2:17][N:18]([C:21](=[O:30])[CH2:22][N:23]2[C:27]([CH3:28])=[CH:26][C:25]([CH3:29])=[N:24]2)[CH2:19][CH:20]=1)=[O:6]. The catalyst is C(O)C.[Pd]. The product is [Cl:14][C:12]1[CH:11]=[CH:10][C:9]([CH:15]2[CH2:16][CH2:17][N:18]([C:21](=[O:30])[CH2:22][N:23]3[C:27]([CH3:28])=[CH:26][C:25]([CH3:29])=[N:24]3)[CH2:19][CH2:20]2)=[C:8]([NH:7][C:5](=[O:6])[C:4]2[CH:31]=[CH:32][CH:33]=[CH:2][CH:3]=2)[CH:13]=1. The yield is 0.100. (5) The reactants are [F:1][C:2]1[CH:7]=[CH:6][C:5]([F:8])=[CH:4][C:3]=1[C:9](=O)[CH3:10].[NH2:12][C:13]([NH2:15])=[S:14]. No catalyst specified. The product is [NH2:15][C:13]1[S:14][CH:10]=[C:9]([C:3]2[CH:4]=[C:5]([F:8])[CH:6]=[CH:7][C:2]=2[F:1])[N:12]=1. The yield is 0.778. (6) The reactants are [C:1]1(=[O:14])[C:6]2=[N:7][C:8]3[CH2:13][CH2:12][CH2:11][CH2:10][C:9]=3[N:5]2[CH2:4][CH2:3][NH:2]1.[C:15]([O:18][CH2:19][C:20]1[C:25]([Br:26])=[CH:24][CH:23]=[CH:22][C:21]=1Br)(=[O:17])[CH3:16].C(=O)([O-])[O-].[Cs+].[Cs+].CNCCNC.C(Cl)(=O)C.C(N(CC)CC)C. The catalyst is C(Cl)Cl.C(=O)(O)[O-].[Na+].[Cu](I)I.O1CCOCC1. The product is [C:15]([O:18][CH2:19][C:20]1[C:21]([N:2]2[CH2:3][CH2:4][N:5]3[C:6](=[N:7][C:8]4[CH2:13][CH2:12][CH2:11][CH2:10][C:9]=43)[C:1]2=[O:14])=[CH:22][CH:23]=[CH:24][C:25]=1[Br:26])(=[O:17])[CH3:16]. The yield is 0.130. (7) The reactants are Br[C:2]1[CH:3]=[C:4]([C:9]2[N:10]=[C:11]([CH:21]([CH3:23])[CH3:22])[NH:12][C:13]=2[C:14]2[CH:19]=[CH:18][CH:17]=[C:16]([CH3:20])[N:15]=2)[CH:5]=[CH:6][C:7]=1[F:8].[O:24]1[CH:28]=[CH:27][C:26](B2OC(C)(C)C(C)(C)O2)=[CH:25]1. No catalyst specified. The product is [F:8][C:7]1[CH:6]=[CH:5][C:4]([C:9]2[NH:10][C:11]([CH:21]([CH3:23])[CH3:22])=[N:12][C:13]=2[C:14]2[CH:19]=[CH:18][CH:17]=[C:16]([CH3:20])[N:15]=2)=[CH:3][C:2]=1[C:25]1[O:24][CH:28]=[CH:27][CH:26]=1. The yield is 0.690.